Dataset: NCI-60 drug combinations with 297,098 pairs across 59 cell lines. Task: Regression. Given two drug SMILES strings and cell line genomic features, predict the synergy score measuring deviation from expected non-interaction effect. (1) Drug 1: C1=CC(=C2C(=C1NCCNCCO)C(=O)C3=C(C=CC(=C3C2=O)O)O)NCCNCCO. Drug 2: CN(C(=O)NC(C=O)C(C(C(CO)O)O)O)N=O. Cell line: MDA-MB-231. Synergy scores: CSS=33.3, Synergy_ZIP=-1.55, Synergy_Bliss=-2.35, Synergy_Loewe=-1.03, Synergy_HSA=0.274. (2) Cell line: KM12. Drug 1: CCC1=CC2CC(C3=C(CN(C2)C1)C4=CC=CC=C4N3)(C5=C(C=C6C(=C5)C78CCN9C7C(C=CC9)(C(C(C8N6C)(C(=O)OC)O)OC(=O)C)CC)OC)C(=O)OC.C(C(C(=O)O)O)(C(=O)O)O. Synergy scores: CSS=50.5, Synergy_ZIP=9.71, Synergy_Bliss=11.1, Synergy_Loewe=-36.5, Synergy_HSA=5.28. Drug 2: C1CC(=O)NC(=O)C1N2C(=O)C3=CC=CC=C3C2=O. (3) Drug 1: C1=CC(=CC=C1CCCC(=O)O)N(CCCl)CCCl. Drug 2: C1=NC(=NC(=O)N1C2C(C(C(O2)CO)O)O)N. Cell line: NCIH23. Synergy scores: CSS=36.6, Synergy_ZIP=-2.82, Synergy_Bliss=-6.12, Synergy_Loewe=-5.46, Synergy_HSA=-5.41. (4) Drug 1: CC1C(C(CC(O1)OC2CC(CC3=C2C(=C4C(=C3O)C(=O)C5=C(C4=O)C(=CC=C5)OC)O)(C(=O)CO)O)N)O.Cl. Drug 2: C1=C(C(=O)NC(=O)N1)F. Cell line: T-47D. Synergy scores: CSS=33.8, Synergy_ZIP=-1.96, Synergy_Bliss=-3.13, Synergy_Loewe=0.403, Synergy_HSA=0.889. (5) Drug 1: C1CCC(C(C1)N)N.C(=O)(C(=O)[O-])[O-].[Pt+4]. Drug 2: CCC1(C2=C(COC1=O)C(=O)N3CC4=CC5=C(C=CC(=C5CN(C)C)O)N=C4C3=C2)O.Cl. Cell line: SR. Synergy scores: CSS=83.4, Synergy_ZIP=0.561, Synergy_Bliss=0.447, Synergy_Loewe=0.00244, Synergy_HSA=2.69. (6) Drug 1: CC1C(C(CC(O1)OC2CC(CC3=C2C(=C4C(=C3O)C(=O)C5=C(C4=O)C(=CC=C5)OC)O)(C(=O)CO)O)N)O.Cl. Drug 2: CC(C)CN1C=NC2=C1C3=CC=CC=C3N=C2N. Cell line: HCT-15. Synergy scores: CSS=12.6, Synergy_ZIP=1.15, Synergy_Bliss=10.0, Synergy_Loewe=3.67, Synergy_HSA=4.22. (7) Drug 1: C1CC(=O)NC(=O)C1N2C(=O)C3=CC=CC=C3C2=O. Drug 2: COCCOC1=C(C=C2C(=C1)C(=NC=N2)NC3=CC=CC(=C3)C#C)OCCOC.Cl. Cell line: ACHN. Synergy scores: CSS=21.8, Synergy_ZIP=1.57, Synergy_Bliss=6.01, Synergy_Loewe=-16.3, Synergy_HSA=-2.11.